From a dataset of Forward reaction prediction with 1.9M reactions from USPTO patents (1976-2016). Predict the product of the given reaction. (1) The product is: [CH3:29][O:28][C:25]1[CH:24]=[CH:23][C:22]([C:21]2[C:14]3[C:13]([O:12][CH2:11][CH:10]([CH3:36])[CH2:9][O:8][CH2:7][C:6]([OH:37])=[O:5])=[N:18][CH:17]=[N:16][C:15]=3[O:19][C:20]=2[C:30]2[CH:31]=[CH:32][CH:33]=[CH:34][CH:35]=2)=[CH:27][CH:26]=1. Given the reactants C([O:5][C:6](=[O:37])[CH2:7][O:8][CH2:9][CH:10]([CH3:36])[CH2:11][O:12][C:13]1[C:14]2[C:21]([C:22]3[CH:27]=[CH:26][C:25]([O:28][CH3:29])=[CH:24][CH:23]=3)=[C:20]([C:30]3[CH:35]=[CH:34][CH:33]=[CH:32][CH:31]=3)[O:19][C:15]=2[N:16]=[CH:17][N:18]=1)(C)(C)C.Cl, predict the reaction product. (2) Given the reactants [O:1]=[C:2]1[N:6]([C:7]2[CH:20]=[CH:19][C:10]3[C:11]4[NH:12][N:13]=[CH:14][C:15]=4[CH2:16][CH2:17][CH2:18][C:9]=3[CH:8]=2)[CH2:5][C@H:4]([CH2:21][NH:22][C:23](=O)[CH3:24])[O:3]1.COC1C=CC(P2(SP(C3C=CC(OC)=CC=3)(=S)S2)=[S:35])=CC=1, predict the reaction product. The product is: [O:1]=[C:2]1[N:6]([C:7]2[CH:20]=[CH:19][C:10]3[C:11]4[NH:12][N:13]=[CH:14][C:15]=4[CH2:16][CH2:17][CH2:18][C:9]=3[CH:8]=2)[CH2:5][C@H:4]([CH2:21][NH:22][C:23](=[S:35])[CH3:24])[O:3]1. (3) The product is: [Cl:29][C:30]1[CH:31]=[CH:32][C:33](/[CH:36]=[CH:37]/[S:38]([CH2:41][CH2:42][C:43]([N:26]2[CH2:25][CH2:24][CH:18]([N:11]3[CH:12]4[CH2:17][CH2:16][CH2:15][CH2:14][N:13]4[CH:9]=[CH:10]3)[CH2:28][CH2:27]2)=[O:45])(=[O:39])=[O:40])=[CH:34][CH:35]=1. Given the reactants Cl.Cl.N1CCC([C:9]2[N:13]3[CH2:14][CH2:15][CH2:16][CH2:17][C:12]3=[N:11][CH:10]=2)CC1.[CH2:18]1[CH2:28][CH2:27][N:26]2C(=NC[CH2:24][CH2:25]2)CC1.[Cl:29][C:30]1[CH:35]=[CH:34][C:33](/[CH:36]=[CH:37]/[S:38]([CH2:41][CH2:42][C:43]([OH:45])=O)(=[O:40])=[O:39])=[CH:32][CH:31]=1.CCN=C=NCCCN(C)C.C1C=CC2N(O)N=NC=2C=1, predict the reaction product. (4) The product is: [C:15]([C:17]1[CH:18]=[CH:19][C:20]([CH2:23][CH2:24][N:28]2[CH2:33][CH2:32][C:31](=[O:34])[CH2:30][CH2:29]2)=[CH:21][CH:22]=1)#[N:16]. Given the reactants C(O[BH-](OC(=O)C)OC(=O)C)(=O)C.[Na+].[C:15]([C:17]1[CH:22]=[CH:21][C:20]([CH2:23][CH:24]=O)=[CH:19][CH:18]=1)#[N:16].O.Cl.[NH:28]1[CH2:33][CH2:32][C:31](=[O:34])[CH2:30][CH2:29]1, predict the reaction product. (5) Given the reactants [C:1]1(/[CH:7]=[CH:8]/[C:9]2[CH:10]=[C:11]([CH2:15][O:16][C:17]3[CH:22]=[CH:21][C:20]([CH2:23][CH2:24][C:25]([O:27][CH3:28])=[O:26])=[CH:19][CH:18]=3)[CH:12]=[CH:13][CH:14]=2)[CH:6]=[CH:5][CH:4]=[CH:3][CH:2]=1, predict the reaction product. The product is: [C:1]1([CH2:7][CH2:8][C:9]2[CH:10]=[C:11]([CH2:15][O:16][C:17]3[CH:18]=[CH:19][C:20]([CH2:23][CH2:24][C:25]([O:27][CH3:28])=[O:26])=[CH:21][CH:22]=3)[CH:12]=[CH:13][CH:14]=2)[CH:6]=[CH:5][CH:4]=[CH:3][CH:2]=1. (6) The product is: [NH2:29][C:11]1[C:12]2[CH:18]=[C:17]([C:19]3[C:24]([Cl:25])=[CH:23][CH:22]=[CH:21][C:20]=3[Cl:26])[C:16](=[O:27])[N:15]([CH3:28])[C:13]=2[N:14]=[C:9]([NH:8][C:5]2[CH:6]=[CH:7][C:2]([NH:44][CH2:45][CH2:46][N:47]3[CH2:52][CH2:51][O:50][CH2:49][CH2:48]3)=[CH:3][CH:4]=2)[N:10]=1. Given the reactants Br[C:2]1[CH:7]=[CH:6][C:5]([NH:8][C:9]2[N:10]=[C:11]([NH2:29])[C:12]3[CH:18]=[C:17]([C:19]4[C:24]([Cl:25])=[CH:23][CH:22]=[CH:21][C:20]=4[Cl:26])[C:16](=[O:27])[N:15]([CH3:28])[C:13]=3[N:14]=2)=[CH:4][CH:3]=1.N1CCC[C@H]1C(O)=O.C(=O)([O-])[O-].[K+].[K+].[NH2:44][CH2:45][CH2:46][N:47]1[CH2:52][CH2:51][O:50][CH2:49][CH2:48]1, predict the reaction product. (7) Given the reactants [Cl:1][C:2]1[CH:7]=[CH:6][CH:5]=[CH:4][C:3]=1B(O)O.O.C(=O)([O-])[O-].[Na+].[Na+].Br[C:19]1[CH:27]=[C:26]2[C:22]([C:23]([NH:36][C:37](=[O:41])[CH2:38][CH2:39][CH3:40])=[N:24][N:25]2[CH2:28][O:29][CH2:30][CH2:31][Si:32]([CH3:35])([CH3:34])[CH3:33])=[CH:21][CH:20]=1, predict the reaction product. The product is: [Cl:1][C:2]1[CH:7]=[CH:6][CH:5]=[CH:4][C:3]=1[C:19]1[CH:27]=[C:26]2[C:22]([C:23]([NH:36][C:37](=[O:41])[CH2:38][CH2:39][CH3:40])=[N:24][N:25]2[CH2:28][O:29][CH2:30][CH2:31][Si:32]([CH3:35])([CH3:33])[CH3:34])=[CH:21][CH:20]=1. (8) Given the reactants [CH2:1]([O:8][C:9]1[CH:21]=[CH:20][C:12]([CH2:13][C:14]2[O:15][C:16]([CH3:19])=[CH:17][N:18]=2)=[CH:11][CH:10]=1)[C:2]1[CH:7]=[CH:6][CH:5]=[CH:4][CH:3]=1.[Li+].CC([N-]C(C)C)C.Br[CH2:31][C:32]([O:34][CH2:35][CH3:36])=[O:33].O, predict the reaction product. The product is: [CH2:1]([O:8][C:9]1[CH:21]=[CH:20][C:12]([CH:13]([C:14]2[O:15][C:16]([CH3:19])=[CH:17][N:18]=2)[CH2:31][C:32]([O:34][CH2:35][CH3:36])=[O:33])=[CH:11][CH:10]=1)[C:2]1[CH:3]=[CH:4][CH:5]=[CH:6][CH:7]=1. (9) Given the reactants [OH:1][C:2]1[CH:9]=[C:8]([O:10][CH3:11])[C:7]([O:12][CH3:13])=[CH:6][C:3]=1[CH:4]=O.C([O-])([O-])=O.[K+].[K+].Br[CH2:21][C:22](=[O:24])[CH3:23], predict the reaction product. The product is: [CH3:13][O:12][C:7]1[C:8]([O:10][CH3:11])=[CH:9][C:2]2[O:1][C:21]([C:22](=[O:24])[CH3:23])=[CH:4][C:3]=2[CH:6]=1. (10) Given the reactants [CH2:1]([O:8][C:9]1[CH:10]=[CH:11][C:12]([C@H:20]([OH:23])[CH2:21]Cl)=[C:13]2[C:18]=1[NH:17][C:16](=[O:19])[CH:15]=[CH:14]2)[C:2]1[CH:7]=[CH:6][CH:5]=[CH:4][CH:3]=1.C([O-])([O-])=O.[K+].[K+], predict the reaction product. The product is: [CH2:1]([O:8][C:9]1[CH:10]=[CH:11][C:12]([C@H:20]2[CH2:21][O:23]2)=[C:13]2[C:18]=1[NH:17][C:16](=[O:19])[CH:15]=[CH:14]2)[C:2]1[CH:7]=[CH:6][CH:5]=[CH:4][CH:3]=1.